Dataset: Forward reaction prediction with 1.9M reactions from USPTO patents (1976-2016). Task: Predict the product of the given reaction. (1) The product is: [Br:1][C:2]1[CH:3]=[C:4]([C:8]2([C:11]([O:13][CH3:15])=[O:12])[CH2:10][CH2:9]2)[CH:5]=[CH:6][CH:7]=1. Given the reactants [Br:1][C:2]1[CH:3]=[C:4]([C:8]2([C:11]([OH:13])=[O:12])[CH2:10][CH2:9]2)[CH:5]=[CH:6][CH:7]=1.Cl.[CH3:15]O, predict the reaction product. (2) Given the reactants Cl.Cl.C(O[C:6]([C:8]1[CH:9]=[C:10]2[C:14](=[CH:15][CH:16]=1)[NH:13][N:12]=[C:11]2[C:17]1[CH:26]=[CH:25][C:24]2[C:19](=[CH:20][CH:21]=[C:22]([O:27][CH3:28])[CH:23]=2)[CH:18]=1)=[NH:7])C.[CH:29]1([C:34]([NH:36][NH2:37])=O)[CH2:33][CH2:32][CH2:31][CH2:30]1.C(N(CC)CC)C, predict the reaction product. The product is: [CH:29]1([C:34]2[NH:36][N:37]=[C:6]([C:8]3[CH:9]=[C:10]4[C:14](=[CH:15][CH:16]=3)[NH:13][N:12]=[C:11]4[C:17]3[CH:26]=[CH:25][C:24]4[C:19](=[CH:20][CH:21]=[C:22]([O:27][CH3:28])[CH:23]=4)[CH:18]=3)[N:7]=2)[CH2:33][CH2:32][CH2:31][CH2:30]1. (3) Given the reactants [Cl:1][C:2]1[C:7]([Cl:8])=[CH:6][CH:5]=[CH:4][C:3]=1[S:9]([N:12]([CH2:14][CH2:15][N:16]1[CH2:21][CH2:20][CH2:19][N:18]([CH2:22][CH2:23][C:24]2[CH:29]=[CH:28][C:27]([C:30]#[N:31])=[CH:26][CH:25]=2)[C:17]1=[O:32])[CH3:13])(=[O:11])=[O:10].[CH2:33](N)[CH2:34][NH2:35].[S], predict the reaction product. The product is: [Cl:1][C:2]1[C:7]([Cl:8])=[CH:6][CH:5]=[CH:4][C:3]=1[S:9]([N:12]([CH2:14][CH2:15][N:16]1[CH2:21][CH2:20][CH2:19][N:18]([CH2:22][CH2:23][C:24]2[CH:29]=[CH:28][C:27]([C:30]3[NH:35][CH2:34][CH2:33][N:31]=3)=[CH:26][CH:25]=2)[C:17]1=[O:32])[CH3:13])(=[O:10])=[O:11]. (4) Given the reactants Br[C:2]1[CH:7]=[CH:6][C:5]([O:8][CH3:9])=[C:4]([CH2:10][CH3:11])[CH:3]=1.[Li]CCCC.CCCCCC.CN([CH:26]=[O:27])C, predict the reaction product. The product is: [CH2:10]([C:4]1[CH:3]=[C:2]([CH:7]=[CH:6][C:5]=1[O:8][CH3:9])[CH:26]=[O:27])[CH3:11]. (5) Given the reactants [Cl:1][C:2]1[CH:27]=[CH:26][C:5]2[N:6]3[C:10]([CH2:11][NH:12][CH2:13][C:4]=2[CH:3]=1)=[N:9][N:8]=[C:7]3[C@H:14]1[CH2:19][CH2:18][C@H:17]([C:20]2[CH:24]=[C:23]([CH3:25])[O:22][N:21]=2)[CH2:16][CH2:15]1.[CH2:28]([N:30]([CH2:33]C)CC)C.[S:35](Cl)(=[O:38])(=[O:37])N, predict the reaction product. The product is: [CH3:28][N:30]([CH3:33])[S:35]([N:12]1[CH2:11][C:10]2[N:6]([C:7]([C@H:14]3[CH2:15][CH2:16][C@H:17]([C:20]4[CH:24]=[C:23]([CH3:25])[O:22][N:21]=4)[CH2:18][CH2:19]3)=[N:8][N:9]=2)[C:5]2[CH:26]=[CH:27][C:2]([Cl:1])=[CH:3][C:4]=2[CH2:13]1)(=[O:38])=[O:37]. (6) Given the reactants [NH:1]1[C:11]2[C:6](=[CH:7][CH:8]=[CH:9][CH:10]=2)[C:4](=[O:5])[C:2]1=[O:3].[H-].[Na+].[CH2:14]([O:21][C:22]1[CH:27]=[CH:26][C:25]([C:28]2[CH:33]=[CH:32][CH:31]=[C:30](Br)[CH:29]=2)=[CH:24][CH:23]=1)[C:15]1[CH:20]=[CH:19][CH:18]=[CH:17][CH:16]=1, predict the reaction product. The product is: [CH2:14]([O:21][C:22]1[CH:23]=[CH:24][C:25]([C:28]2[CH:29]=[C:30]([N:1]3[C:11]4[C:6](=[CH:7][CH:8]=[CH:9][CH:10]=4)[C:4](=[O:5])[C:2]3=[O:3])[CH:31]=[CH:32][CH:33]=2)=[CH:26][CH:27]=1)[C:15]1[CH:16]=[CH:17][CH:18]=[CH:19][CH:20]=1. (7) Given the reactants BrN1C(=[O:7])CCC1=O.[C:9]1([CH2:15][C:16]([C:18]2[CH:23]=[CH:22][C:21]([C:24]([F:27])([F:26])[F:25])=[CH:20][CH:19]=2)=[O:17])[CH:14]=[CH:13][CH:12]=[CH:11][CH:10]=1, predict the reaction product. The product is: [C:9]1([C:15](=[O:7])[C:16]([C:18]2[CH:23]=[CH:22][C:21]([C:24]([F:25])([F:26])[F:27])=[CH:20][CH:19]=2)=[O:17])[CH:14]=[CH:13][CH:12]=[CH:11][CH:10]=1. (8) Given the reactants [Cl:1][C:2]1[CH:7]=[C:6]([NH:8][C:9]2[C:10]([CH:30]3[CH2:32][CH2:31]3)=[N:11][C:12]([N:17]3[CH2:22][CH2:21][N:20]([C:23](=[O:28])[CH2:24][CH2:25][O:26][CH3:27])[C@H:19]([CH3:29])[CH2:18]3)=[C:13]([CH:16]=2)[C:14]#[N:15])[CH:5]=[CH:4][N:3]=1.I[CH3:34].[H-].[Na+], predict the reaction product. The product is: [Cl:1][C:2]1[CH:7]=[C:6]([N:8]([CH3:34])[C:9]2[C:10]([CH:30]3[CH2:32][CH2:31]3)=[N:11][C:12]([N:17]3[CH2:22][CH2:21][N:20]([C:23](=[O:28])[CH2:24][CH2:25][O:26][CH3:27])[C@H:19]([CH3:29])[CH2:18]3)=[C:13]([CH:16]=2)[C:14]#[N:15])[CH:5]=[CH:4][N:3]=1.